This data is from Forward reaction prediction with 1.9M reactions from USPTO patents (1976-2016). The task is: Predict the product of the given reaction. (1) Given the reactants [F:1][C:2]([F:29])([CH2:21][O:22][C:23]1[CH:28]=[CH:27][CH:26]=[CH:25][CH:24]=1)[CH2:3][CH2:4][C@@H:5]1[C@@H:12]2[C@@H:8]([O:9][C:10](=[O:13])[CH2:11]2)[CH2:7][C@H:6]1[O:14][CH:15]1[CH2:20][CH2:19][CH2:18][CH2:17][O:16]1.CC(C[AlH]CC(C)C)C.C(OCC)(=O)C, predict the reaction product. The product is: [F:29][C:2]([F:1])([CH2:21][O:22][C:23]1[CH:24]=[CH:25][CH:26]=[CH:27][CH:28]=1)[CH2:3][CH2:4][C@@H:5]1[C@@H:12]2[C@@H:8]([O:9][CH:10]([OH:13])[CH2:11]2)[CH2:7][C@H:6]1[O:14][CH:15]1[CH2:20][CH2:19][CH2:18][CH2:17][O:16]1. (2) Given the reactants [C:1]([O:5][C:6]([N:8]([CH2:24][C:25]1[CH:30]=[CH:29][C:28](B(O)O)=[CH:27][CH:26]=1)[CH2:9][C:10]1[N:11]=[N:12][N:13]([CH2:15][C:16]2[CH:21]=[CH:20][C:19]([O:22][CH3:23])=[CH:18][CH:17]=2)[CH:14]=1)=[O:7])([CH3:4])([CH3:3])[CH3:2].[C:34]([O:38][C:39]([N:41]([CH2:57][C:58]1[CH:63]=[CH:62][C:61](B(O)O)=[CH:60][CH:59]=1)[CH2:42][C:43]1[N:44]([CH2:48][C:49]2[CH:54]=[CH:53][C:52]([O:55][CH3:56])=[CH:51][CH:50]=2)[N:45]=[N:46][CH:47]=1)=[O:40])([CH3:37])([CH3:36])[CH3:35].[F:67][C:68]1[CH:69]=[C:70]([N:75]2[CH2:79][C@H:78]([CH2:80][NH:81][C:82](=[O:84])[CH3:83])[O:77][C:76]2=[O:85])[CH:71]=[CH:72][C:73]=1I.C([O-])([O-])=O.[K+].[K+], predict the reaction product. The product is: [C:1]([O:5][C:6](=[O:7])[N:8]([CH2:24][C:25]1[CH:30]=[CH:29][C:28]([C:73]2[CH:72]=[CH:71][C:70]([N:75]3[CH2:79][C@H:78]([CH2:80][NH:81][C:82](=[O:84])[CH3:83])[O:77][C:76]3=[O:85])=[CH:69][C:68]=2[F:67])=[CH:27][CH:26]=1)[CH2:9][C:10]1[N:11]=[N:12][N:13]([CH2:15][C:16]2[CH:21]=[CH:20][C:19]([O:22][CH3:23])=[CH:18][CH:17]=2)[CH:14]=1)([CH3:4])([CH3:3])[CH3:2].[C:34]([O:38][C:39](=[O:40])[N:41]([CH2:57][C:58]1[CH:63]=[CH:62][C:61]([C:73]2[CH:72]=[CH:71][C:70]([N:75]3[CH2:79][C@H:78]([CH2:80][NH:81][C:82](=[O:84])[CH3:83])[O:77][C:76]3=[O:85])=[CH:69][C:68]=2[F:67])=[CH:60][CH:59]=1)[CH2:42][C:43]1[N:44]([CH2:48][C:49]2[CH:54]=[CH:53][C:52]([O:55][CH3:56])=[CH:51][CH:50]=2)[N:45]=[N:46][CH:47]=1)([CH3:37])([CH3:36])[CH3:35]. (3) Given the reactants FC(F)(F)C(O)=O.[CH:8]1([CH:13]([C:21]2[CH:26]=[CH:25][C:24]([CH2:27][N:28]3[C:33](=[O:34])[CH2:32][O:31][C:30]([C:35]4[CH:40]=[CH:39][CH:38]=[CH:37][CH:36]=4)=[N:29]3)=[CH:23][CH:22]=2)[C:14]([O:16]C(C)(C)C)=[O:15])[CH2:12][CH2:11][CH2:10][CH2:9]1, predict the reaction product. The product is: [CH:8]1([CH:13]([C:21]2[CH:26]=[CH:25][C:24]([CH2:27][N:28]3[C:33](=[O:34])[CH2:32][O:31][C:30]([C:35]4[CH:40]=[CH:39][CH:38]=[CH:37][CH:36]=4)=[N:29]3)=[CH:23][CH:22]=2)[C:14]([OH:16])=[O:15])[CH2:9][CH2:10][CH2:11][CH2:12]1. (4) Given the reactants [CH3:1][NH:2][C:3]1[CH:8]=[CH:7][CH:6]=[CH:5][C:4]=1[OH:9].Br[CH:11](Br)[CH3:12].C(=O)([O-])[O-].[K+].[K+], predict the reaction product. The product is: [CH3:1][N:2]1[C:3]2[CH:8]=[CH:7][CH:6]=[CH:5][C:4]=2[O:9][CH2:12][CH2:11]1. (5) Given the reactants [F:1][CH:2]([F:32])[C:3]1[N:8]=[CH:7][C:6]([S:9]([CH:12]([C:23]2[C:28]([F:29])=[CH:27][CH:26]=[C:25]([F:30])[C:24]=2[F:31])[C:13]2[C:14]([CH3:22])=[CH:15][C:16]([C:19]([NH2:21])=[O:20])=[N:17][CH:18]=2)(=[O:11])=[O:10])=[CH:5][CH:4]=1.C=O.[OH-].[Na+].[C:37](OCC)(=[O:39])C, predict the reaction product. The product is: [F:32][CH:2]([F:1])[C:3]1[N:8]=[CH:7][C:6]([S:9]([CH:12]([C:23]2[C:28]([F:29])=[CH:27][CH:26]=[C:25]([F:30])[C:24]=2[F:31])[C:13]2[C:14]([CH3:22])=[CH:15][C:16]([C:19]([NH:21][CH2:37][OH:39])=[O:20])=[N:17][CH:18]=2)(=[O:10])=[O:11])=[CH:5][CH:4]=1.